Dataset: Forward reaction prediction with 1.9M reactions from USPTO patents (1976-2016). Task: Predict the product of the given reaction. (1) Given the reactants C(O)[C@H]1O[C@@H](O[C@H]2[C@H](O)[C@@H](O)[C@H](O)O[C@@H]2CO)[C@H](O)[C@@H](O)[C@@H]1O.[C:24]([O:34]C)(=[O:33])[CH2:25][CH2:26][CH2:27][CH2:28][C:29]([O:31]C)=[O:30].CN(C1C=CC=CN=1)C.C(Cl)(=O)CCCCC(Cl)=O, predict the reaction product. The product is: [C:24]([OH:34])(=[O:33])[CH2:25][CH2:26][CH2:27][CH2:28][C:29]([OH:31])=[O:30]. (2) The product is: [CH3:7][N:8]1[C:16]2[C:11](=[CH:12][C:13]([C:39]([F:41])([F:42])[F:40])=[CH:14][C:15]=2[CH2:17][O:18][CH2:19][C:20]2([C:33]3[CH:38]=[CH:37][CH:36]=[CH:35][CH:34]=3)[CH2:21][CH2:22][N:23]([CH3:26])[CH2:24][CH2:25]2)[CH:10]=[CH:9]1. Given the reactants [H-].[Al+3].[Li+].[H-].[H-].[H-].[CH3:7][N:8]1[C:16]2[C:11](=[CH:12][C:13]([C:39]([F:42])([F:41])[F:40])=[CH:14][C:15]=2[CH2:17][O:18][CH2:19][C:20]2([C:33]3[CH:38]=[CH:37][CH:36]=[CH:35][CH:34]=3)[CH2:25][CH2:24][N:23]([C:26](OC(C)(C)C)=O)[CH2:22][CH2:21]2)[CH:10]=[CH:9]1, predict the reaction product. (3) Given the reactants [Cl:1][C:2]1[CH:10]=[C:9]2[C:5]([CH2:6][C:7](=[O:11])[NH:8]2)=[C:4]([F:12])[CH:3]=1.[Cl:13][C:14]1[C:15]([F:22])=[C:16]([CH:19]=[CH:20][CH:21]=1)[CH:17]=O.N1CCCCC1, predict the reaction product. The product is: [Cl:1][C:2]1[CH:10]=[C:9]2[C:5](/[C:6](=[CH:17]/[C:16]3[CH:19]=[CH:20][CH:21]=[C:14]([Cl:13])[C:15]=3[F:22])/[C:7](=[O:11])[NH:8]2)=[C:4]([F:12])[CH:3]=1.